Dataset: Full USPTO retrosynthesis dataset with 1.9M reactions from patents (1976-2016). Task: Predict the reactants needed to synthesize the given product. Given the product [ClH:3].[Cl:3][C:4]1[CH:5]=[CH:6][C:7]2[S:11][C:10]([C:12]3[CH:17]=[CH:16][CH:15]=[CH:14][CH:13]=3)=[C:9]([CH2:18][CH2:19][NH2:20])[C:8]=2[CH:21]=1, predict the reactants needed to synthesize it. The reactants are: B#B.[Cl:3][C:4]1[CH:5]=[CH:6][C:7]2[S:11][C:10]([C:12]3[CH:17]=[CH:16][CH:15]=[CH:14][CH:13]=3)=[C:9]([CH2:18][C:19]#[N:20])[C:8]=2[CH:21]=1.Cl.